Dataset: Full USPTO retrosynthesis dataset with 1.9M reactions from patents (1976-2016). Task: Predict the reactants needed to synthesize the given product. (1) Given the product [OH:20][C:19]1[N:11]=[CH:9][N:10]=[C:13]([C:14]([O:16][CH2:17][CH3:18])=[O:15])[CH:12]=1, predict the reactants needed to synthesize it. The reactants are: C(N(CC)CC)C.Cl.[CH:9]([NH2:11])=[NH:10].[C:12]([C:19](OCC)=[O:20])#[C:13][C:14]([O:16][CH2:17][CH3:18])=[O:15]. (2) The reactants are: [C:1]([C:3]1([C:7]2(O)[CH2:11][CH2:10][N:9]([C:12]([O:14][C:15]([CH3:18])([CH3:17])[CH3:16])=[O:13])[CH2:8]2)[CH2:6][CH2:5][CH2:4]1)#[N:2].O=P(Cl)(Cl)Cl.C(OCC)(=O)C. Given the product [C:1]([C:3]1([C:7]2[CH2:8][N:9]([C:12]([O:14][C:15]([CH3:18])([CH3:17])[CH3:16])=[O:13])[CH2:10][CH:11]=2)[CH2:6][CH2:5][CH2:4]1)#[N:2], predict the reactants needed to synthesize it.